Dataset: Full USPTO retrosynthesis dataset with 1.9M reactions from patents (1976-2016). Task: Predict the reactants needed to synthesize the given product. (1) Given the product [CH2:12]([O:14][C:15]([C:17]1[CH:18]=[C:19]([OH:20])[N:10]([C:4]2[CH:5]=[CH:6][C:7]([Cl:9])=[CH:8][C:3]=2[Cl:2])[N:11]=1)=[O:16])[CH3:13], predict the reactants needed to synthesize it. The reactants are: Cl.[Cl:2][C:3]1[CH:8]=[C:7]([Cl:9])[CH:6]=[CH:5][C:4]=1[NH:10][NH2:11].[CH2:12]([O:14][C:15]([C:17]#[C:18][C:19](OCC)=[O:20])=[O:16])[CH3:13].C(=O)([O-])[O-].[K+].[K+]. (2) Given the product [F:27][C:26]1[CH:25]=[C:24]2[C:23](=[CH:22][C:21]=1[F:20])[C:28]1([CH2:33][CH2:32][O:31][CH2:30][CH2:29]1)[C:34](=[O:35])[C:36]([C:42]([O:44][CH2:45][CH3:46])=[O:43])=[C:37]2[OH:38], predict the reactants needed to synthesize it. The reactants are: O=P12OP3(OP(OP(O3)(O1)=O)(=O)O2)=O.OS(O)(=O)=O.[F:20][C:21]1[CH:22]=[C:23]([C:28]2([C:34]([CH:36]([C:42]([O:44][CH2:45][CH3:46])=[O:43])[C:37](OCC)=[O:38])=[O:35])[CH2:33][CH2:32][O:31][CH2:30][CH2:29]2)[CH:24]=[CH:25][C:26]=1[F:27]. (3) Given the product [C:1]([O:5][C:6](=[O:33])[CH2:7][NH:8][C:9]([C:11]1[C:16]([OH:17])=[CH:15][C:14]([OH:25])=[CH:13][N:12]=1)=[O:10])([CH3:4])([CH3:2])[CH3:3], predict the reactants needed to synthesize it. The reactants are: [C:1]([O:5][C:6](=[O:33])[CH2:7][NH:8][C:9]([C:11]1[C:16]([O:17]CC2C=CC=CC=2)=[CH:15][C:14]([O:25]CC2C=CC=CC=2)=[CH:13][N:12]=1)=[O:10])([CH3:4])([CH3:3])[CH3:2]. (4) Given the product [CH3:1][N:2]1[CH2:7][CH2:6][CH2:5][CH:4]([C:8]2[CH2:13][CH:12]([CH2:11][N:14]3[CH2:18][CH2:17][CH2:16][C:15]3=[O:19])[O:10][N:9]=2)[CH2:3]1, predict the reactants needed to synthesize it. The reactants are: [CH3:1][N:2]1[CH2:7][CH2:6][CH2:5][CH:4]([CH:8]=[N:9][OH:10])[CH2:3]1.[CH2:11]([N:14]1[CH2:18][CH2:17][CH2:16][C:15]1=[O:19])[CH:12]=[CH2:13]. (5) The reactants are: [Si:1]([O:18][CH2:19][C:20]1[C:25]([N:26]2[CH2:31][C@H:30]([CH3:32])[O:29][C@H:28]([CH3:33])[CH2:27]2)=[C:24]([Cl:34])[C:23]([F:35])=[CH:22][N:21]=1)([C:14]([CH3:17])([CH3:16])[CH3:15])([C:8]1[CH:13]=[CH:12][CH:11]=[CH:10][CH:9]=1)[C:2]1[CH:7]=[CH:6][CH:5]=[CH:4][CH:3]=1.[S:36]1[C:40]([CH:41]=[O:42])=[CH:39][N:38]=[CH:37]1. Given the product [Si:1]([O:18][CH2:19][C:20]1[N:21]=[C:22]([CH:41]([C:40]2[S:36][CH:37]=[N:38][CH:39]=2)[OH:42])[C:23]([F:35])=[C:24]([Cl:34])[C:25]=1[N:26]1[CH2:31][C@H:30]([CH3:32])[O:29][C@H:28]([CH3:33])[CH2:27]1)([C:14]([CH3:17])([CH3:15])[CH3:16])([C:8]1[CH:13]=[CH:12][CH:11]=[CH:10][CH:9]=1)[C:2]1[CH:3]=[CH:4][CH:5]=[CH:6][CH:7]=1, predict the reactants needed to synthesize it. (6) Given the product [F:11][C:12]1[CH:17]=[C:16]([F:18])[CH:15]=[CH:14][C:13]=1[C:19]1[CH:24]=[C:23]([N:25]2[CH2:26][CH2:27][N:28]([C:8]([NH:7][C:3]3[N:2]=[N:1][CH:6]=[CH:5][CH:4]=3)=[O:10])[CH2:29][CH2:30]2)[CH:22]=[CH:21][N:20]=1, predict the reactants needed to synthesize it. The reactants are: [N:1]1[CH:6]=[CH:5][CH:4]=[C:3]([NH:7][C:8](=[O:10])[O-])[N:2]=1.[F:11][C:12]1[CH:17]=[C:16]([F:18])[CH:15]=[CH:14][C:13]=1[C:19]1[CH:24]=[C:23]([N:25]2[CH2:30][CH2:29][NH:28][CH2:27][CH2:26]2)[CH:22]=[CH:21][N:20]=1. (7) Given the product [CH3:1][S:2]([C:5]1[CH:6]=[CH:7][C:8]([NH:11][C:12](=[O:35])[CH2:13][CH:14]2[CH2:15][CH2:16][N:17]([CH2:20][CH2:21][N:22]([C:29]3[CH:34]=[CH:33][CH:32]=[CH:31][CH:30]=3)[CH:23]3[CH2:24][CH2:25][N:26]([C:38](=[O:39])[C:37]([F:42])([F:41])[F:36])[CH2:27][CH2:28]3)[CH2:18][CH2:19]2)=[CH:9][CH:10]=1)(=[O:3])=[O:4], predict the reactants needed to synthesize it. The reactants are: [CH3:1][S:2]([C:5]1[CH:10]=[CH:9][C:8]([NH:11][C:12](=[O:35])[CH2:13][CH:14]2[CH2:19][CH2:18][N:17]([CH2:20][CH2:21][N:22]([C:29]3[CH:34]=[CH:33][CH:32]=[CH:31][CH:30]=3)[CH:23]3[CH2:28][CH2:27][NH:26][CH2:25][CH2:24]3)[CH2:16][CH2:15]2)=[CH:7][CH:6]=1)(=[O:4])=[O:3].[F:36][C:37]([F:42])([F:41])[C:38](Cl)=[O:39].